From a dataset of Reaction yield outcomes from USPTO patents with 853,638 reactions. Predict the reaction yield, written as a fraction of the theoretical maximum amount of product (1.0 means a 100% yield; for example, 0.34 means a 34% yield). The reactants are [N+:1]([C:4]1[CH:8]=[C:7]([CH2:9][OH:10])[NH:6][N:5]=1)([O-:3])=[O:2].C(=O)([O-])[O-].[Cs+].[Cs+].[Br:17][CH:18](Br)[CH3:19].C(OCC)(=O)C. The catalyst is CN(C=O)C.O. The product is [Br:17][CH2:18][CH2:19][N:6]1[C:7]([CH2:9][OH:10])=[CH:8][C:4]([N+:1]([O-:3])=[O:2])=[N:5]1. The yield is 0.500.